Dataset: Peptide-MHC class I binding affinity with 185,985 pairs from IEDB/IMGT. Task: Regression. Given a peptide amino acid sequence and an MHC pseudo amino acid sequence, predict their binding affinity value. This is MHC class I binding data. (1) The peptide sequence is IRAGFHPTAR. The MHC is Patr-A0301 with pseudo-sequence Patr-A0301. The binding affinity (normalized) is 0. (2) The peptide sequence is DVHPGEPVV. The binding affinity (normalized) is 0. The MHC is HLA-A02:06 with pseudo-sequence HLA-A02:06. (3) The MHC is Mamu-A01 with pseudo-sequence Mamu-A01. The peptide sequence is RTHTALIFL. The binding affinity (normalized) is 0.758.